From a dataset of Reaction yield outcomes from USPTO patents with 853,638 reactions. Predict the reaction yield, written as a fraction of the theoretical maximum amount of product (1.0 means a 100% yield; for example, 0.34 means a 34% yield). The reactants are C[O:2][C:3]1[CH:4]=[C:5]2[C:10](=[CH:11][C:12]=1[O:13]C)[N:9]=[CH:8][C:7]([C:15]#[N:16])=[C:6]2[CH3:17].Cl.N1C=CC=CC=1.[NH4+].[OH-]. No catalyst specified. The product is [OH:2][C:3]1[CH:4]=[C:5]2[C:10](=[CH:11][C:12]=1[OH:13])[N:9]=[CH:8][C:7]([C:15]#[N:16])=[C:6]2[CH3:17]. The yield is 0.980.